Dataset: Forward reaction prediction with 1.9M reactions from USPTO patents (1976-2016). Task: Predict the product of the given reaction. (1) Given the reactants [OH:1][C:2]1[CH:11]=[C:10]([OH:12])[CH:9]=[C:8]2[C:3]=1[C:4](=[O:15])[CH2:5][C:6]([CH3:14])([CH3:13])[O:7]2.[OH:16][C:17]1[CH:24]=[CH:23][CH:22]=[CH:21][C:18]=1[CH2:19]O, predict the reaction product. The product is: [OH:1][C:2]1[C:11]([CH2:19][C:18]2[CH:21]=[CH:22][CH:23]=[CH:24][C:17]=2[OH:16])=[C:10]([OH:12])[C:9]([CH2:4][C:3]2[CH:8]=[CH:9][CH:10]=[CH:11][C:2]=2[OH:1])=[C:8]2[C:3]=1[C:4](=[O:15])[CH2:5][C:6]([CH3:13])([CH3:14])[O:7]2. (2) Given the reactants C(O)(C(F)(F)F)=O.S1C2C=CC=CC=2N=C1NC(C1C=CC=C2C=1CN(C1SC(CCCI)=C(C(OCC)=O)N=1)CC2)=O.[CH3:44][N:45]1[CH2:50][CH2:49][CH:48]([NH:51][C:52]2[CH:57]=[CH:56][C:55]([OH:58])=[CH:54][CH:53]=2)[CH2:47][CH2:46]1.[S:59]1[C:63]2[CH:64]=[CH:65][CH:66]=[CH:67][C:62]=2[N:61]=[C:60]1[NH:68][C:69]([C:71]1[CH:72]=[CH:73][CH:74]=[C:75]2[C:80]=1[CH2:79][N:78]([C:81]1[N:86]=[C:85]([C:87]([O:89][C:90]([CH3:93])([CH3:92])[CH3:91])=[O:88])[C:84]([CH2:94][CH2:95][CH2:96]I)=[CH:83][CH:82]=1)[CH2:77][CH2:76]2)=[O:70], predict the reaction product. The product is: [S:59]1[C:63]2[CH:64]=[CH:65][CH:66]=[CH:67][C:62]=2[N:61]=[C:60]1[NH:68][C:69]([C:71]1[CH:72]=[CH:73][CH:74]=[C:75]2[C:80]=1[CH2:79][N:78]([C:81]1[N:86]=[C:85]([C:87]([O:89][C:90]([CH3:92])([CH3:91])[CH3:93])=[O:88])[C:84]([CH2:94][CH2:95][CH2:96][O:58][C:55]3[CH:56]=[CH:57][C:52]([NH:51][CH:48]4[CH2:47][CH2:46][N:45]([CH3:44])[CH2:50][CH2:49]4)=[CH:53][CH:54]=3)=[CH:83][CH:82]=1)[CH2:77][CH2:76]2)=[O:70]. (3) The product is: [Cl:1][C:2]1[N:7]=[C:6]([C:8]2[S:12][C:11]([CH:13]([CH3:15])[CH3:14])=[N:10][C:9]=2[C:16]2[CH:17]=[C:18]([NH:22][S:37]([C:31]3[C:32]([F:36])=[CH:33][CH:34]=[CH:35][C:30]=3[F:29])(=[O:39])=[O:38])[CH:19]=[CH:20][CH:21]=2)[CH:5]=[CH:4][N:3]=1. Given the reactants [Cl:1][C:2]1[N:7]=[C:6]([C:8]2[S:12][C:11]([CH:13]([CH3:15])[CH3:14])=[N:10][C:9]=2[C:16]2[CH:17]=[C:18]([NH2:22])[CH:19]=[CH:20][CH:21]=2)[CH:5]=[CH:4][N:3]=1.N1C=CC=CC=1.[F:29][C:30]1[CH:35]=[CH:34][CH:33]=[C:32]([F:36])[C:31]=1[S:37](Cl)(=[O:39])=[O:38], predict the reaction product. (4) Given the reactants [Br:1][C:2]1[CH:12]=[CH:11][C:5]([NH:6][CH2:7][CH2:8][CH2:9][CH3:10])=[C:4]([N+:13]([O-])=O)[CH:3]=1.O.O.[Sn](Cl)Cl.Cl.C([O-])(O)=O.[Na+].[OH-].[Na+], predict the reaction product. The product is: [Br:1][C:2]1[CH:3]=[C:4]([NH2:13])[C:5]([NH:6][CH2:7][CH2:8][CH2:9][CH3:10])=[CH:11][CH:12]=1. (5) Given the reactants [OH:1][C:2]1[CH:7]=[CH:6][C:5]([C:8]2[C:26]3[C:21](=[CH:22][CH:23]=[C:24]([O:27][CH3:28])[CH:25]=3)[C:10]3([C:18]4[C:13](=[CH:14][C:15]([O:19][CH3:20])=[CH:16][CH:17]=4)[CH2:12][CH2:11]3)[CH:9]=2)=[CH:4][CH:3]=1.[H-].[Na+].[F:31][C:32]([F:52])([F:51])[S:33](N(C1C=CC(Cl)=CN=1)[S:33]([C:32]([F:52])([F:51])[F:31])(=[O:35])=[O:34])(=[O:35])=[O:34], predict the reaction product. The product is: [F:31][C:32]([F:52])([F:51])[S:33]([O:1][C:2]1[CH:7]=[CH:6][C:5]([C:8]2[C:26]3[C:21](=[CH:22][CH:23]=[C:24]([O:27][CH3:28])[CH:25]=3)[C:10]3([C:18]4[C:13](=[CH:14][C:15]([O:19][CH3:20])=[CH:16][CH:17]=4)[CH2:12][CH2:11]3)[CH:9]=2)=[CH:4][CH:3]=1)(=[O:35])=[O:34]. (6) Given the reactants Br[C:2]1[CH:11]=[C:10]([F:12])[CH:9]=[CH:8][C:3]=1[C:4]([O:6][CH3:7])=[O:5].[C:13]([Cu])#[N:14], predict the reaction product. The product is: [C:13]([C:2]1[CH:11]=[C:10]([F:12])[CH:9]=[CH:8][C:3]=1[C:4]([O:6][CH3:7])=[O:5])#[N:14].